Dataset: Full USPTO retrosynthesis dataset with 1.9M reactions from patents (1976-2016). Task: Predict the reactants needed to synthesize the given product. (1) Given the product [Cl:1][C:2]1[C:7]([C:8]([F:11])([F:9])[F:10])=[CH:6][CH:5]=[CH:4][C:3]=1[C:12]([N:14]1[CH2:15][C:16]([O:20][CH2:26][CH3:27])=[N:17][CH2:18][CH2:19]1)=[O:13], predict the reactants needed to synthesize it. The reactants are: [Cl:1][C:2]1[C:7]([C:8]([F:11])([F:10])[F:9])=[CH:6][CH:5]=[CH:4][C:3]=1[C:12]([N:14]1[CH2:19][CH2:18][NH:17][C:16](=[O:20])[CH2:15]1)=[O:13].F[B-](F)(F)F.[CH2:26]([O+](CC)CC)[CH3:27].O.C(=O)([O-])O.[Na+]. (2) Given the product [F:1][C:2]1[C:7]([CH:8]2[CH2:9][CH2:10][N:11]([C:14](=[O:16])[CH3:15])[CH2:12][CH2:13]2)=[CH:6][CH:5]=[CH:4][N:3]=1, predict the reactants needed to synthesize it. The reactants are: [F:1][C:2]1[C:7]([C:8]2[CH2:13][CH2:12][N:11]([C:14](=[O:16])[CH3:15])[CH2:10][CH:9]=2)=[CH:6][CH:5]=[CH:4][N:3]=1. (3) Given the product [Cl:12][C:4]1[N:3]=[C:2]([N:15]([CH2:16][CH3:17])[CH2:13][CH3:14])[CH:7]=[C:6]([C:8]([F:11])([F:10])[F:9])[CH:5]=1, predict the reactants needed to synthesize it. The reactants are: Cl[C:2]1[CH:7]=[C:6]([C:8]([F:11])([F:10])[F:9])[CH:5]=[C:4]([Cl:12])[N:3]=1.[CH2:13]([NH:15][CH2:16][CH3:17])[CH3:14].C(N(C(C)C)C(C)C)C.O. (4) The reactants are: [CH:1]([C:3]1[O:7][C:6]([N:8]2[CH:12]=[C:11]([C:13]3[CH:18]=[CH:17][CH:16]=[CH:15][CH:14]=3)[C:10]([C:19]#[N:20])=[CH:9]2)=[CH:5][CH:4]=1)=[O:2].[OH-:21].[Na+]. Given the product [C:19]([C:10]1[C:11]([C:13]2[CH:18]=[CH:17][CH:16]=[CH:15][CH:14]=2)=[CH:12][N:8]([C:6]2[O:7][C:3]([C:1]([OH:21])=[O:2])=[CH:4][CH:5]=2)[CH:9]=1)#[N:20], predict the reactants needed to synthesize it. (5) Given the product [N:44]1([CH2:43][CH2:42][CH2:41][N:9]2[CH2:10][CH2:11][C:6]3([N:5]([C:12]4[CH:13]=[CH:14][CH:15]=[CH:16][CH:17]=4)[CH2:4][N:3]([CH2:18][C:19]4[CH:20]=[C:21]([CH:29]=[CH:30][CH:31]=4)[C:22]([O:24][C:25]([CH3:28])([CH3:26])[CH3:27])=[O:23])[C:2]3=[O:1])[CH2:7][CH2:8]2)[C:48]2[CH:49]=[CH:50][CH:51]=[CH:52][C:47]=2[N:46]=[N:45]1, predict the reactants needed to synthesize it. The reactants are: [O:1]=[C:2]1[C:6]2([CH2:11][CH2:10][NH:9][CH2:8][CH2:7]2)[N:5]([C:12]2[CH:17]=[CH:16][CH:15]=[CH:14][CH:13]=2)[CH2:4][N:3]1[CH2:18][C:19]1[CH:20]=[C:21]([CH:29]=[CH:30][CH:31]=1)[C:22]([O:24][C:25]([CH3:28])([CH3:27])[CH3:26])=[O:23].C(=O)([O-])[O-].[K+].[K+].[I-].[Na+].Cl[CH2:41][CH2:42][CH2:43][N:44]1[C:48]2[CH:49]=[CH:50][CH:51]=[CH:52][C:47]=2[N:46]=[N:45]1. (6) Given the product [C:16]([O:8][CH2:7][C:1]1[CH:6]=[CH:5][CH:4]=[CH:3][CH:2]=1)(=[O:20])[C:17]([CH3:19])=[CH2:18], predict the reactants needed to synthesize it. The reactants are: [C:1]1([CH2:7][OH:8])[CH:6]=[CH:5][CH:4]=[CH:3][CH:2]=1.C(N(CC)CC)C.[C:16](Cl)(=[O:20])[C:17]([CH3:19])=[CH2:18].